Dataset: Catalyst prediction with 721,799 reactions and 888 catalyst types from USPTO. Task: Predict which catalyst facilitates the given reaction. (1) Reactant: [NH:1]1[C:5]2[CH:6]=[CH:7][CH:8]=[CH:9][C:4]=2[N:3]=[C:2]1[C:10]([C:12]1[CH:33]=[CH:32][C:15]([O:16][C:17]2[C:18]([CH:23]3[CH2:28][CH2:27][N:26]([C:29](=[O:31])[CH3:30])[CH2:25][CH2:24]3)=[N:19][CH:20]=[CH:21][N:22]=2)=[CH:14][CH:13]=1)=[O:11].CC1C=C2N=C3C(=NC(NC3=O)=O)N(C[C@H](O)[C@H](O)[C@H](O)CO)C2=CC=1C. Product: [NH:1]1[C:5]2[CH:6]=[CH:7][CH:8]=[CH:9][C:4]=2[N:3]=[C:2]1[CH:10]([OH:11])[C:12]1[CH:13]=[CH:14][C:15]([O:16][C:17]2[C:18]([CH:23]3[CH2:28][CH2:27][N:26]([C:29](=[O:31])[CH3:30])[CH2:25][CH2:24]3)=[N:19][CH:20]=[CH:21][N:22]=2)=[CH:32][CH:33]=1. The catalyst class is: 1. (2) Product: [C:2]1([CH:1]=[C:15]2[S:9][C:10](=[S:11])[NH:12][C:13]2=[O:14])[CH:7]=[CH:6][CH:5]=[CH:4][CH:3]=1. Reactant: [CH:1](=O)[C:2]1[CH:7]=[CH:6][CH:5]=[CH:4][CH:3]=1.[S:9]1[CH2:15][C:13](=[O:14])[NH:12][C:10]1=[S:11].C([O-])(=O)C.[Na+].O. The catalyst class is: 15. (3) Reactant: [BH4-].[Na+].[F:3][C:4]1[CH:9]=[C:8]([N:10]([S:31]([C:34]2[CH:39]=[CH:38][CH:37]=[CH:36][C:35]=2[N+:40]([O-:42])=[O:41])(=[O:33])=[O:32])[CH2:11][C:12]2[CH:21]=[CH:20][CH:19]=[C:18]3[C:13]=2[CH2:14][CH2:15][CH2:16][N:17]3[CH2:22][C:23](=[O:30])[C:24]2[CH:29]=[CH:28][CH:27]=[CH:26][CH:25]=2)[CH:7]=[CH:6][C:5]=1[CH2:43][CH2:44][C:45]([O:47][CH2:48][CH3:49])=[O:46].C(O)C.C1COCC1. Product: [F:3][C:4]1[CH:9]=[C:8]([N:10]([CH2:11][C:12]2[CH:21]=[CH:20][CH:19]=[C:18]3[C:13]=2[CH2:14][CH2:15][CH2:16][N:17]3[CH2:22][CH:23]([OH:30])[C:24]2[CH:29]=[CH:28][CH:27]=[CH:26][CH:25]=2)[S:31]([C:34]2[CH:39]=[CH:38][CH:37]=[CH:36][C:35]=2[N+:40]([O-:42])=[O:41])(=[O:33])=[O:32])[CH:7]=[CH:6][C:5]=1[CH2:43][CH2:44][C:45]([O:47][CH2:48][CH3:49])=[O:46]. The catalyst class is: 6. (4) Reactant: [CH3:1][C:2]1[CH:3]=C(C#N)[C:5]2[CH:10]=[N:9][N:8]([CH2:11][C:12]3[CH:17]=[CH:16][CH:15]=[CH:14][CH:13]=3)[C:6]=2[N:7]=1.[OH-:20].[Na+].[CH2:22]([OH:24])[CH3:23]. Product: [CH3:1][C:2]1[CH:3]=[C:23]([C:22]([OH:20])=[O:24])[C:5]2[CH:10]=[N:9][N:8]([CH2:11][C:12]3[CH:17]=[CH:16][CH:15]=[CH:14][CH:13]=3)[C:6]=2[N:7]=1. The catalyst class is: 6.